This data is from Drug-target binding data from BindingDB using IC50 measurements. The task is: Regression. Given a target protein amino acid sequence and a drug SMILES string, predict the binding affinity score between them. We predict pIC50 (pIC50 = -log10(IC50 in M); higher means more potent). Dataset: bindingdb_ic50. (1) The pIC50 is 8.0. The small molecule is Cc1c(-c2c(C)c3c(c(C)c2[C@H](OC(C)(C)C)C(=O)O)CCN(CC2CCCCC2)CC3)cc(F)c2c1CCCO2. The target protein (P03409) has sequence MAHFPGFGQSLLFGYPVYVFGDCVQGDWCPISGGLCSARLHRHALLATCPEHQITWDPIDGRVIGSALQFLIPRLPSFPTQRTSKTLKVLTPPITHTTPNIPPSFLQAMRKYSPFRNGYMEPTLGQHLPTLSFPDPGLRPQNLYTLWGGSVVCMYLYQLSPPITWPLLPHVIFCHPGQLGAFLTNVPYKRIEELLYKISLTTGALIILPEDCLPTTLFQPARAPVTLTAWQNGLLPFHSTLTTPGLIWTFTDGTPMISGPCPKDGQPSLVLQSSSFIFHKFQTKAYHPSFLLSHGLIQYSSFHSLHLLFEEYTNIPISLLFNEKEADDNDHEPQISPGGLEPPSEKHFRETEV. (2) The drug is COC(=O)[C@@H]1[C@H]2[C@H](O)CC(C[C@H]1c1ccc(Cl)c(Cl)c1)N2C. The target protein (Q9MYX0) has sequence METTPLNSQKQLSACKDGEDCQENGVLQKVVPTPGDKVESGQISNGYSAVPSPGAGDDTRHSIPAATTTLVAELHQGERETWGKKVDFLLSVIGYAVDLGNVWRFPYICYQNGGGAFLIPYTIMAIFGGIPLFYMELALGQYHRNGCISIWRKICPIFKGIGYAICIIAFYIASYYNTIMAWALYYLISSFTDQLPWTSCKNSWNTGNCTNYFSEDNITWTLHSTSPAEEFYTRHVLQIHRSKGLQDLGGISWQLALCIMLIFTVIYFSIWKGVKTSGKVVWVTATFPYIILSVLLVRGATLPGAWRGVLFYLKPNWQKLLETGVWIDAAAQIFFSLGPGFGVLLAFASYNKFNNNCYQDALVTSVVNCMTSFVSGFVIFTVLGYMAEMRNEDVSEVAKDAGPSLLFITYAEAIANMPASTFFAIIFFLMLITLGLDSTFAGLEGVITAVLDEFPHIWAKRREWFVLAVVITCFFGSLVTLTFGGAYVVKLLEEYATGPA.... The pIC50 is 5.9.